This data is from Reaction yield outcomes from USPTO patents with 853,638 reactions. The task is: Predict the reaction yield, written as a fraction of the theoretical maximum amount of product (1.0 means a 100% yield; for example, 0.34 means a 34% yield). The reactants are [C:1]1([C:7]2[O:8][C:9]([C:30]([F:33])([F:32])[F:31])=[C:10]([C:12]([NH:14][C:15]3[CH:16]=[CH:17][C:18]([C:21]4[CH:29]=[CH:28][C:24]([C:25](O)=[O:26])=[CH:23][CH:22]=4)=[N:19][CH:20]=3)=[O:13])[N:11]=2)[CH:6]=[CH:5][CH:4]=[CH:3][CH:2]=1.Cl.[C:35]([O:39][C:40](=[O:46])[C@H:41]1[CH2:45][CH2:44][CH2:43][NH:42]1)([CH3:38])([CH3:37])[CH3:36].C(N(CC)CC)C.ON1C2N=CC=CC=2N=N1.Cl.C(N=C=NCCCN(C)C)C. The catalyst is ClCCl.CN(C)C=O. The product is [C:35]([O:39][C:40]([C@H:41]1[CH2:45][CH2:44][CH2:43][N:42]1[C:25](=[O:26])[C:24]1[CH:28]=[CH:29][C:21]([C:18]2[CH:17]=[CH:16][C:15]([NH:14][C:12]([C:10]3[N:11]=[C:7]([C:1]4[CH:2]=[CH:3][CH:4]=[CH:5][CH:6]=4)[O:8][C:9]=3[C:30]([F:33])([F:32])[F:31])=[O:13])=[CH:20][N:19]=2)=[CH:22][CH:23]=1)=[O:46])([CH3:38])([CH3:36])[CH3:37]. The yield is 0.840.